From a dataset of Forward reaction prediction with 1.9M reactions from USPTO patents (1976-2016). Predict the product of the given reaction. (1) Given the reactants [Cl:1][C:2]1[CH2:3][CH2:4][C:5]2[C:11](=[O:12])[NH:10][C:9]3[CH:13]=[C:14]([CH2:17][CH2:18][OH:19])[CH:15]=[CH:16][C:8]=3[NH:7][C:6]=2[CH:20]=1.[NH:21]1[CH:26]=[CH:25][CH:24]=[CH:23][C:22]1=O.C1C=CC(P(C2C=CC=CC=2)C2C=CC=CC=2)=CC=1.N(C(OC(C)(C)C)=O)=NC(OC(C)(C)C)=O, predict the reaction product. The product is: [Cl:1][C:2]1[CH:3]=[CH:4][C:5]2[C:11](=[O:12])[NH:10][C:9]3[CH:13]=[C:14]([CH2:17][CH2:18][O:19][C:22]4[CH:23]=[CH:24][CH:25]=[CH:26][N:21]=4)[CH:15]=[CH:16][C:8]=3[NH:7][C:6]=2[CH:20]=1. (2) Given the reactants [CH2:1]([N:5]1[C:13]2[N:12]=[CH:11][N:10](CC3C=CC=CC=3)[C:9]=2[C:8](=[O:21])[N:7]([CH2:22][CH3:23])[C:6]1=[O:24])[CH2:2][CH2:3][CH3:4], predict the reaction product. The product is: [CH2:1]([N:5]1[C:13]2[N:12]=[CH:11][NH:10][C:9]=2[C:8](=[O:21])[N:7]([CH2:22][CH3:23])[C:6]1=[O:24])[CH2:2][CH2:3][CH3:4]. (3) The product is: [C:1]([O:4][C@H:5]1[CH2:22][CH2:21][C@@:20]2([CH3:23])[C@@H:7]([CH2:8][CH2:9][C@:10]3([CH3:36])[C@@H:19]2[CH2:18][CH2:17][C@H:16]2[C@@:11]3([CH3:35])[CH2:12][CH2:13][C@@:14]3([CH:31]([OH:34])[CH2:32][NH:50][C:47]4([C:44]5[N:43]=[CH:42][C:41]([Cl:40])=[CH:46][N:45]=5)[CH2:48][CH2:49]4)[CH2:26][C:25](=[O:27])[C:24]([CH:28]([CH3:29])[CH3:30])=[C:15]32)[C:6]1([CH3:37])[CH3:38])(=[O:3])[CH3:2]. Given the reactants [C:1]([O:4][C@H:5]1[CH2:22][CH2:21][C@@:20]2([CH3:23])[C@@H:7]([CH2:8][CH2:9][C@:10]3([CH3:36])[C@@H:19]2[CH2:18][CH2:17][C@H:16]2[C@@:11]3([CH3:35])[CH2:12][CH2:13][C@@:14]3([CH:31]([OH:34])[CH:32]=O)[CH2:26][C:25](=[O:27])[C:24]([CH:28]([CH3:30])[CH3:29])=[C:15]32)[C:6]1([CH3:38])[CH3:37])(=[O:3])[CH3:2].Cl.[Cl:40][C:41]1[CH:42]=[N:43][C:44]([C:47]2([NH2:50])[CH2:49][CH2:48]2)=[N:45][CH:46]=1.C([BH3-])#N.[Na+], predict the reaction product. (4) Given the reactants Br[C:2]1[N:7]=[CH:6][C:5]([C:8]([N:10]2[CH2:15][CH2:14][N:13]([C:16]3[C:23]([CH3:24])=[CH:22][C:19]([C:20]#[N:21])=[CH:18][N:17]=3)[CH2:12][CH2:11]2)=[O:9])=[CH:4][CH:3]=1.[CH3:25][C@@H:26]1[CH2:30][O:29][C:28](=[O:31])[NH:27]1, predict the reaction product. The product is: [C:20]([C:19]1[CH:22]=[C:23]([CH3:24])[C:16]([N:13]2[CH2:14][CH2:15][N:10]([C:8]([C:5]3[CH:4]=[CH:3][C:2]([N:27]4[C@H:26]([CH3:25])[CH2:30][O:29][C:28]4=[O:31])=[N:7][CH:6]=3)=[O:9])[CH2:11][CH2:12]2)=[N:17][CH:18]=1)#[N:21]. (5) Given the reactants [Cl:1][C:2]1[CH:7]=[CH:6][C:5]([C:8]2[CH:13]=[CH:12][N:11]3[C:14](=[O:17])[NH:15][N:16]=[C:10]3[C:9]=2[C:18]2[CH:23]=[CH:22][N:21]=[CH:20][CH:19]=2)=[CH:4][CH:3]=1.C([O-])([O-])=O.[K+].[K+].Cl[CH2:31][C:32]1[CH:37]=[CH:36][C:35]([S:38]([CH3:41])(=[O:40])=[O:39])=[CH:34][CH:33]=1.O, predict the reaction product. The product is: [Cl:1][C:2]1[CH:7]=[CH:6][C:5]([C:8]2[CH:13]=[CH:12][N:11]3[C:14](=[O:17])[N:15]([CH2:31][C:32]4[CH:33]=[CH:34][C:35]([S:38]([CH3:41])(=[O:40])=[O:39])=[CH:36][CH:37]=4)[N:16]=[C:10]3[C:9]=2[C:18]2[CH:19]=[CH:20][N:21]=[CH:22][CH:23]=2)=[CH:4][CH:3]=1. (6) Given the reactants Br[CH2:2][C:3]1[CH:12]=[CH:11][C:6]([C:7]([O:9][CH3:10])=[O:8])=[CH:5][CH:4]=1.CN(C=O)C.[C:18]1([OH:24])[CH:23]=[CH:22][CH:21]=[CH:20][CH:19]=1.C([O-])([O-])=O.[Cs+].[Cs+], predict the reaction product. The product is: [O:24]([CH2:2][C:3]1[CH:12]=[CH:11][C:6]([C:7]([O:9][CH3:10])=[O:8])=[CH:5][CH:4]=1)[C:18]1[CH:23]=[CH:22][CH:21]=[CH:20][CH:19]=1. (7) Given the reactants [CH3:1][O:2][C:3]1[CH:9]=[CH:8][C:6]([NH2:7])=[CH:5][CH:4]=1.[N:10]1[CH:15]=[CH:14][C:13]([CH:16]=O)=[CH:12][CH:11]=1.C(=O)([O-])[O-].[K+].[K+].S([CH2:34][N+:35]#[C-:36])(C1C=CC(C)=CC=1)(=O)=O, predict the reaction product. The product is: [CH3:1][O:2][C:3]1[CH:9]=[CH:8][C:6]([N:7]2[C:16]([C:13]3[CH:14]=[CH:15][N:10]=[CH:11][CH:12]=3)=[CH:36][N:35]=[CH:34]2)=[CH:5][CH:4]=1.